Dataset: Full USPTO retrosynthesis dataset with 1.9M reactions from patents (1976-2016). Task: Predict the reactants needed to synthesize the given product. (1) The reactants are: F[P-](F)(F)(F)(F)F.ClC(N(C)C)=[N+](C)C.[O:16]1[C:20]([C:21]2[CH:29]=[CH:28][C:24]([C:25]([OH:27])=O)=[CH:23][CH:22]=2)=[CH:19][N:18]=[CH:17]1.C(N(CC)C(C)C)(C)C.[C:39]([O:43][C:44]([N:46]1[CH2:51][CH2:50][CH:49]([NH:52][CH:53]2[CH2:55][CH2:54]2)[CH:48]([CH3:56])[CH2:47]1)=[O:45])([CH3:42])([CH3:41])[CH3:40]. Given the product [C:39]([O:43][C:44]([N:46]1[CH2:51][CH2:50][CH:49]([N:52]([CH:53]2[CH2:54][CH2:55]2)[C:25](=[O:27])[C:24]2[CH:23]=[CH:22][C:21]([C:20]3[O:16][CH:17]=[N:18][CH:19]=3)=[CH:29][CH:28]=2)[CH:48]([CH3:56])[CH2:47]1)=[O:45])([CH3:42])([CH3:40])[CH3:41], predict the reactants needed to synthesize it. (2) Given the product [CH2:23]([O:25][C:26](=[O:42])[C:27]([O:30][C:31]1[CH:36]=[CH:35][C:34]([S:37][CH2:2][C:3]2[C:4]([CH:20]3[CH2:22][CH2:21]3)=[N:5][C:6]([C:9]3[CH:14]=[CH:13][C:12]([O:15][C:16]([F:19])([F:18])[F:17])=[CH:11][CH:10]=3)=[N:7][CH:8]=2)=[CH:33][C:32]=1[CH3:41])([CH3:28])[CH3:29])[CH3:24], predict the reactants needed to synthesize it. The reactants are: Cl[CH2:2][C:3]1[C:4]([CH:20]2[CH2:22][CH2:21]2)=[N:5][C:6]([C:9]2[CH:14]=[CH:13][C:12]([O:15][C:16]([F:19])([F:18])[F:17])=[CH:11][CH:10]=2)=[N:7][CH:8]=1.[CH2:23]([O:25][C:26](=[O:42])[C:27]([O:30][C:31]1[CH:36]=[CH:35][C:34]([S:37]C(=O)C)=[CH:33][C:32]=1[CH3:41])([CH3:29])[CH3:28])[CH3:24].CO.C([O-])([O-])=O.[Cs+].[Cs+]. (3) Given the product [NH:9]1[C:10]2[C:15](=[CH:14][CH:13]=[CH:12][CH:11]=2)[C:7]([C:4]2[CH2:3][CH2:2][N:1]([CH:21]3[CH2:20][CH2:19][C:18]([N:17]([CH3:31])[CH3:16])([C:25]4[CH:30]=[CH:29][CH:28]=[CH:27][CH:26]=4)[CH2:23][CH2:22]3)[CH2:6][CH:5]=2)=[CH:8]1, predict the reactants needed to synthesize it. The reactants are: [NH:1]1[CH2:6][CH:5]=[C:4]([C:7]2[C:15]3[C:10](=[CH:11][CH:12]=[CH:13][CH:14]=3)[NH:9][CH:8]=2)[CH2:3][CH2:2]1.[CH3:16][N:17]([CH3:31])[C:18]1([C:25]2[CH:30]=[CH:29][CH:28]=[CH:27][CH:26]=2)[CH2:23][CH2:22][C:21](=O)[CH2:20][CH2:19]1.C(O)(=O)C.